Dataset: Retrosynthesis with 50K atom-mapped reactions and 10 reaction types from USPTO. Task: Predict the reactants needed to synthesize the given product. (1) The reactants are: COC(=O)c1cc(C(=O)N[C@@H](Cc2ccccc2)[C@H](O)CNC2(c3cccc(C(F)(F)F)c3)CC2)n2c1CN(C(=O)OC(C)(C)C)CC2. Given the product CC(C)(C)OC(=O)N1CCn2c(C(=O)N[C@@H](Cc3ccccc3)[C@H](O)CNC3(c4cccc(C(F)(F)F)c4)CC3)cc(C(=O)O)c2C1, predict the reactants needed to synthesize it. (2) Given the product O=C1Nc2cc(Br)ccc2/C1=C/c1cccc(Cl)c1, predict the reactants needed to synthesize it. The reactants are: O=C1Cc2ccc(Br)cc2N1.O=C1Nc2cc(Cl)ccc2/C1=C/c1cccc(Cl)c1. (3) Given the product Cn1nccc1-c1cc(N)ccc1OCC(C)(C)[N+](=O)[O-], predict the reactants needed to synthesize it. The reactants are: CC(=O)Nc1ccc(OCC(C)(C)[N+](=O)[O-])c(-c2ccnn2C)c1. (4) The reactants are: CC(C)(C)c1ccc(C(=O)O)cc1[N+](=O)[O-]. Given the product CC(C)(C)c1ccc(CO)cc1[N+](=O)[O-], predict the reactants needed to synthesize it. (5) Given the product CC(C)c1ccc(NC(=O)C2CCN(C(=O)CCC3CC3)CC2)cc1, predict the reactants needed to synthesize it. The reactants are: CC(C)c1ccc(NC(=O)C2CCNCC2)cc1.O=C(O)CCC1CC1. (6) Given the product Cc1ccccc1-c1ccnc2c1C(=O)N(Cc1cc(C(F)(F)F)cc(C(F)(F)F)c1)CCCO2, predict the reactants needed to synthesize it. The reactants are: Cc1ccccc1B(O)O.O=C1c2c(I)ccnc2OCCCN1Cc1cc(C(F)(F)F)cc(C(F)(F)F)c1. (7) The reactants are: Nc1cccc(C(F)(F)F)c1.O=C=Nc1ccc(F)c([N+](=O)[O-])c1. Given the product O=C(Nc1cccc(C(F)(F)F)c1)Nc1ccc(F)c([N+](=O)[O-])c1, predict the reactants needed to synthesize it. (8) Given the product COc1cc([C@H]2CN3CCNC[C@@H]3CO2)ccc1C#N, predict the reactants needed to synthesize it. The reactants are: COc1cc([C@H]2CN3CCN(C(=O)OC(C)(C)C)C[C@@H]3CO2)ccc1C#N. (9) The reactants are: C=CC(=O)c1sc(NC(=O)OC(C)(C)C)nc1-c1ccco1.CO. Given the product COCCC(=O)c1sc(NC(=O)OC(C)(C)C)nc1-c1ccco1, predict the reactants needed to synthesize it. (10) Given the product Nc1ccc(COCCn2ccnn2)cc1, predict the reactants needed to synthesize it. The reactants are: O=[N+]([O-])c1ccc(COCCn2ccnn2)cc1.